Dataset: Forward reaction prediction with 1.9M reactions from USPTO patents (1976-2016). Task: Predict the product of the given reaction. (1) Given the reactants F[C:2]1[CH:12]=[CH:11][C:5]([C:6]([O:8]CC)=[O:7])=[CH:4][C:3]=1[N+:13]([O-:15])=[O:14].[NH:16]1[CH2:21][CH2:20][O:19][CH2:18][CH2:17]1.[OH-].[Li+], predict the reaction product. The product is: [N:16]1([C:2]2[CH:12]=[CH:11][C:5]([C:6]([OH:8])=[O:7])=[CH:4][C:3]=2[N+:13]([O-:15])=[O:14])[CH2:21][CH2:20][O:19][CH2:18][CH2:17]1. (2) Given the reactants C([O:3][CH:4](OCC)[CH2:5][N:6]1[CH2:10][C@H:9]2[O:11][CH2:12][CH2:13][O:14][C@H:8]2[CH2:7]1)C, predict the reaction product. The product is: [O:14]1[C@H:8]2[CH2:7][N:6]([CH2:5][CH:4]=[O:3])[CH2:10][C@H:9]2[O:11][CH2:12][CH2:13]1. (3) The product is: [CH3:1][O:2][C:3](=[O:21])[C:4]([NH:7][C:8]([C:10]1[CH:19]=[CH:18][C:17]2[C:12](=[CH:13][CH:14]=[CH:15][CH:16]=2)[C:11]=1[C:29]#[C:28][C:22]1[CH:27]=[CH:26][CH:25]=[CH:24][CH:23]=1)=[O:9])([CH3:6])[CH3:5]. Given the reactants [CH3:1][O:2][C:3](=[O:21])[C:4]([NH:7][C:8]([C:10]1[CH:19]=[CH:18][C:17]2[C:12](=[CH:13][CH:14]=[CH:15][CH:16]=2)[C:11]=1Br)=[O:9])([CH3:6])[CH3:5].[C:22]1([C:28]#[CH:29])[CH:27]=[CH:26][CH:25]=[CH:24][CH:23]=1, predict the reaction product. (4) Given the reactants [CH2:1]([O:3][C:4]([N:6]1[C:15]2[C:10](=[N:11][C:12]([O:16][CH3:17])=[CH:13][CH:14]=2)[C@@H:9]([NH:18][C:19]2[N:24]=[C:23]([CH2:25][C:26]3[CH:31]=[C:30]([C:32]([F:35])([F:34])[F:33])[CH:29]=[C:28]([C:36]([F:39])([F:38])[F:37])[CH:27]=3)[C:22]([NH:40][C:41](=[O:46])[CH2:42][CH2:43][CH2:44]Cl)=[CH:21][N:20]=2)[CH2:8][C@H:7]1[CH2:47][CH3:48])=[O:5])[CH3:2].[H-].[Na+].O, predict the reaction product. The product is: [CH2:1]([O:3][C:4]([N:6]1[C:15]2[C:10](=[N:11][C:12]([O:16][CH3:17])=[CH:13][CH:14]=2)[C@@H:9]([NH:18][C:19]2[N:24]=[C:23]([CH2:25][C:26]3[CH:31]=[C:30]([C:32]([F:35])([F:34])[F:33])[CH:29]=[C:28]([C:36]([F:39])([F:38])[F:37])[CH:27]=3)[C:22]([N:40]3[CH2:44][CH2:43][CH2:42][C:41]3=[O:46])=[CH:21][N:20]=2)[CH2:8][C@H:7]1[CH2:47][CH3:48])=[O:5])[CH3:2]. (5) Given the reactants [CH3:1][CH:2]1[CH2:6][N:5]([C:7]2[CH:17]=[CH:16][C:10]([C:11]([O:13]CC)=O)=[CH:9][CH:8]=2)[C:4](=[O:18])[CH2:3]1.[CH:19]1([C:22]2[CH:23]=[C:24]([CH3:34])[C:25]([N:28]3[CH2:33][CH2:32][NH:31][CH2:30][CH2:29]3)=[N:26][CH:27]=2)[CH2:21][CH2:20]1, predict the reaction product. The product is: [CH:19]1([C:22]2[CH:23]=[C:24]([CH3:34])[C:25]([N:28]3[CH2:29][CH2:30][N:31]([C:11]([C:10]4[CH:9]=[CH:8][C:7]([N:5]5[CH2:6][CH:2]([CH3:1])[CH2:3][C:4]5=[O:18])=[CH:17][CH:16]=4)=[O:13])[CH2:32][CH2:33]3)=[N:26][CH:27]=2)[CH2:21][CH2:20]1. (6) Given the reactants Br[C:2]1[C:10]2[C:9]([NH:11][C@H:12]([C:14]3[N:19]([C:20]4[CH:25]=[CH:24][CH:23]=[CH:22][CH:21]=4)[C:18](=[O:26])[C:17]4=[C:27]([CH3:30])[CH:28]=[CH:29][N:16]4[N:15]=3)[CH3:13])=[N:8][CH:7]=[N:6][C:5]=2[N:4]([CH2:31][O:32][CH2:33][CH2:34][Si:35]([CH3:38])([CH3:37])[CH3:36])[CH:3]=1.[CH3:39][O:40][C:41]1[CH:42]=[C:43]([NH:56][S:57]([CH3:60])(=[O:59])=[O:58])[CH:44]=[CH:45][C:46]=1B1OC(C)(C)C(C)(C)O1.C(=O)([O-])[O-].[Na+].[Na+], predict the reaction product. The product is: [CH3:39][O:40][C:41]1[CH:42]=[C:43]([NH:56][S:57]([CH3:60])(=[O:59])=[O:58])[CH:44]=[CH:45][C:46]=1[C:2]1[C:10]2[C:9]([NH:11][C@H:12]([C:14]3[N:19]([C:20]4[CH:25]=[CH:24][CH:23]=[CH:22][CH:21]=4)[C:18](=[O:26])[C:17]4=[C:27]([CH3:30])[CH:28]=[CH:29][N:16]4[N:15]=3)[CH3:13])=[N:8][CH:7]=[N:6][C:5]=2[N:4]([CH2:31][O:32][CH2:33][CH2:34][Si:35]([CH3:38])([CH3:37])[CH3:36])[CH:3]=1. (7) Given the reactants B(F)(F)F.CCOCC.C([SiH](CC)CC)C.[CH2:17]([O:24][C@H:25]1[C@H:30]([O:31][CH2:32][C:33]2[CH:38]=[CH:37][CH:36]=[CH:35][CH:34]=2)[C@H:29]([O:39][CH2:40][C:41]2[CH:46]=[CH:45][CH:44]=[CH:43][CH:42]=2)[C@H:28]([CH3:47])[O:27][C@@:26]1([CH2:49][P:50](=[O:57])([O:54][CH2:55][CH3:56])[O:51][CH2:52][CH3:53])O)[C:18]1[CH:23]=[CH:22][CH:21]=[CH:20][CH:19]=1, predict the reaction product. The product is: [CH2:17]([O:24][C@H:25]1[C@H:30]([O:31][CH2:32][C:33]2[CH:38]=[CH:37][CH:36]=[CH:35][CH:34]=2)[C@H:29]([O:39][CH2:40][C:41]2[CH:46]=[CH:45][CH:44]=[CH:43][CH:42]=2)[C@H:28]([CH3:47])[O:27][C@@H:26]1[CH2:49][P:50](=[O:57])([O:51][CH2:52][CH3:53])[O:54][CH2:55][CH3:56])[C:18]1[CH:23]=[CH:22][CH:21]=[CH:20][CH:19]=1.